The task is: Predict the product of the given reaction.. This data is from Forward reaction prediction with 1.9M reactions from USPTO patents (1976-2016). (1) The product is: [CH2:1]([O:8][C:9]1[N:10]=[N:11][C:12]([C:23]#[C:24][C:25]2[CH:30]=[CH:29][C:28]([F:62])=[CH:27][CH:26]=2)=[CH:13][C:14]=1[O:15][CH2:16][C:17]1[CH:18]=[CH:19][CH:20]=[CH:21][CH:22]=1)[C:2]1[CH:3]=[CH:4][CH:5]=[CH:6][CH:7]=1. Given the reactants [CH2:1]([O:8][C:9]1[N:10]=[N:11][C:12]([C:23]#[C:24][C:25]2[CH:30]=[CH:29][CH:28]=[CH:27][CH:26]=2)=[CH:13][C:14]=1[O:15][CH2:16][C:17]1[CH:22]=[CH:21][CH:20]=[CH:19][CH:18]=1)[C:2]1[CH:7]=[CH:6][CH:5]=[CH:4][CH:3]=1.C(OC1N=NC(Cl)=CC=1OCC1C=CC=CC=1)C1C=CC=CC=1.C(C1C=CC([F:62])=CC=1)#C, predict the reaction product. (2) Given the reactants [CH3:1][O:2][C:3]1[CH:4]=[C:5]([CH:18]=[CH:19][C:20]=1[O:21][CH3:22])[C:6]1[O:7][C:8]2[C:13]([C:14](=[O:16])[CH:15]=1)=[CH:12][CH:11]=[C:10]([OH:17])[CH:9]=2.Br[C:24]([Br:27])([CH3:26])C.[C:28](=O)([O-])[O-].[K+].[K+].[K+].[Br-], predict the reaction product. The product is: [Br:27][CH2:24][CH2:26][CH2:28][O:17][C:10]1[CH:9]=[C:8]2[C:13]([C:14](=[O:16])[CH:15]=[C:6]([C:5]3[CH:18]=[CH:19][C:20]([O:21][CH3:22])=[C:3]([O:2][CH3:1])[CH:4]=3)[O:7]2)=[CH:12][CH:11]=1. (3) Given the reactants [NH2:1][C:2]1[C:7]([NH:8][C:9](=[O:12])[O:10][CH3:11])=[C:6]([NH2:13])[N:5]=[C:4]([C:14]2[C:22]3[C:17](=[N:18][CH:19]=[CH:20][CH:21]=3)[N:16]([CH2:23][C:24]3[CH:29]=[CH:28][CH:27]=[CH:26][C:25]=3[F:30])[N:15]=2)[N:3]=1.[H-].[Na+].I[CH3:34].[OH-].[K+], predict the reaction product. The product is: [NH2:1][C:2]1[C:7]([N:8]([CH3:34])[C:9](=[O:12])[O:10][CH3:11])=[C:6]([NH2:13])[N:5]=[C:4]([C:14]2[C:22]3[C:17](=[N:18][CH:19]=[CH:20][CH:21]=3)[N:16]([CH2:23][C:24]3[CH:29]=[CH:28][CH:27]=[CH:26][C:25]=3[F:30])[N:15]=2)[N:3]=1. (4) Given the reactants [Cl:1][C:2]1[CH:7]=[CH:6][CH:5]=[CH:4][C:3]=1[C:8]1[NH:13][C:12](=[O:14])[C:11]([C:15]#[N:16])=[CH:10][C:9]=1[C:17]1[CH:22]=[CH:21][C:20]([Cl:23])=[CH:19][CH:18]=1.Br[CH2:25][CH2:26][N:27]1[C:31](=[O:32])[C:30]2=[CH:33][CH:34]=[CH:35][CH:36]=[C:29]2[C:28]1=[O:37], predict the reaction product. The product is: [Cl:1][C:2]1[CH:7]=[CH:6][CH:5]=[CH:4][C:3]=1[C:8]1[C:9]([C:17]2[CH:18]=[CH:19][C:20]([Cl:23])=[CH:21][CH:22]=2)=[CH:10][C:11]([C:15]#[N:16])=[C:12]([O:14][CH2:25][CH2:26][N:27]2[C:28](=[O:37])[C:29]3[C:30](=[CH:33][CH:34]=[CH:35][CH:36]=3)[C:31]2=[O:32])[N:13]=1. (5) Given the reactants [C:1]1([S:7]([N:10]2[C:18]3[C:13](=[CH:14][CH:15]=[CH:16][C:17]=3Br)[C:12](C(=O)C)=[CH:11]2)(=[O:9])=[O:8])[CH:6]=[CH:5][CH:4]=[CH:3][CH:2]=1.[C:23]([O-])(=[O:25])[CH3:24].[K+], predict the reaction product. The product is: [C:23]([C:5]1[CH:4]=[CH:3][C:2]2[C:12]3[C:13]4[CH:14]=[CH:15][CH:16]=[CH:17][C:18]=4[N:10]([S:7](=[O:9])(=[O:8])[C:1]=2[CH:6]=1)[CH:11]=3)(=[O:25])[CH3:24]. (6) Given the reactants [CH:1]1([NH2:4])[CH2:3][CH2:2]1.ON1C2C=CC=CC=2N=N1.C(N(CC)CC)C.Cl.CN(C)CCCN=C=NCC.[C:34]1([C:40]#[C:41][C:42]2[S:43][CH:44]=[C:45]([C:47](O)=[O:48])[N:46]=2)[CH:39]=[CH:38][CH:37]=[CH:36][CH:35]=1, predict the reaction product. The product is: [CH:1]1([NH:4][C:47]([C:45]2[N:46]=[C:42]([C:41]#[C:40][C:34]3[CH:39]=[CH:38][CH:37]=[CH:36][CH:35]=3)[S:43][CH:44]=2)=[O:48])[CH2:3][CH2:2]1. (7) Given the reactants [Br:1][C:2]1[CH:7]=[CH:6][C:5]([S:8](Cl)(=[O:10])=[O:9])=[C:4]([CH3:12])[CH:3]=1.[NH2:13][C:14]1[C:15]([CH3:21])=[N:16][N:17]([CH3:20])[C:18]=1[CH3:19], predict the reaction product. The product is: [Br:1][C:2]1[CH:7]=[CH:6][C:5]([S:8]([NH:13][C:14]2[C:15]([CH3:21])=[N:16][N:17]([CH3:20])[C:18]=2[CH3:19])(=[O:10])=[O:9])=[C:4]([CH3:12])[CH:3]=1. (8) Given the reactants Cl[C:2]1[C:3](=[O:18])[N:4]([CH:15]([CH3:17])[CH3:16])[S:5](=[O:14])(=[O:13])[C:6]=1[C:7]1[CH:12]=[CH:11][CH:10]=[CH:9][CH:8]=1.[NH2:19][CH2:20][CH2:21][C:22]1[CH:29]=[CH:28][C:25]([C:26]#[N:27])=[CH:24][CH:23]=1, predict the reaction product. The product is: [CH:15]([N:4]1[C:3](=[O:18])[C:2]([NH:19][CH2:20][CH2:21][C:22]2[CH:29]=[CH:28][C:25]([C:26]#[N:27])=[CH:24][CH:23]=2)=[C:6]([C:7]2[CH:12]=[CH:11][CH:10]=[CH:9][CH:8]=2)[S:5]1(=[O:14])=[O:13])([CH3:17])[CH3:16]. (9) Given the reactants [Br:1][C:2]1[CH:16]=[C:15](/[CH:17]=[CH:18]/[CH:19]([C:24]2[CH:29]=[C:28]([Cl:30])[C:27]([Cl:31])=[C:26]([Cl:32])[CH:25]=2)[C:20]([F:23])([F:22])[F:21])[CH:14]=[CH:13][C:3]=1[C:4]([NH:6][CH:7]1[CH2:12][CH2:11][NH:10][CH2:9][CH2:8]1)=[O:5].C(N(CC)CC)C.FC(F)(F)S(O[CH2:46][C:47]([F:50])([F:49])[F:48])(=O)=O, predict the reaction product. The product is: [Br:1][C:2]1[CH:16]=[C:15](/[CH:17]=[CH:18]/[CH:19]([C:24]2[CH:25]=[C:26]([Cl:32])[C:27]([Cl:31])=[C:28]([Cl:30])[CH:29]=2)[C:20]([F:23])([F:21])[F:22])[CH:14]=[CH:13][C:3]=1[C:4]([NH:6][CH:7]1[CH2:12][CH2:11][N:10]([CH2:46][C:47]([F:50])([F:49])[F:48])[CH2:9][CH2:8]1)=[O:5]. (10) Given the reactants [Cl:1][C:2]1[C:10]2[C:5](=[N:6][CH:7]=[CH:8][C:9]=2[CH2:11][C:12]2[CH:17]=[CH:16][C:15]([NH:18]C(=O)C(F)(F)F)=[CH:14][C:13]=2[F:25])[N:4](COCC[Si](C)(C)C)[CH:3]=1.FC(F)(F)C(O)=O.O.[OH-].[Li+], predict the reaction product. The product is: [Cl:1][C:2]1[C:10]2[C:5](=[N:6][CH:7]=[CH:8][C:9]=2[CH2:11][C:12]2[CH:17]=[CH:16][C:15]([NH2:18])=[CH:14][C:13]=2[F:25])[NH:4][CH:3]=1.